Dataset: Forward reaction prediction with 1.9M reactions from USPTO patents (1976-2016). Task: Predict the product of the given reaction. (1) Given the reactants [Cl:1][C:2]1[CH:9]=[C:8]([OH:10])[C:7]([Cl:11])=[CH:6][C:3]=1[C:4]#[N:5].[H-].[Na+].[CH3:14]I, predict the reaction product. The product is: [Cl:1][C:2]1[CH:9]=[C:8]([O:10][CH3:14])[C:7]([Cl:11])=[CH:6][C:3]=1[C:4]#[N:5]. (2) Given the reactants Cl.[CH3:2][O:3][C:4]1[CH:5]=[C:6]([C:12]2[C:13]([CH3:25])([CH3:24])[C:14](=[O:23])[N:15]([CH:17]3[CH2:22][CH2:21][NH:20][CH2:19][CH2:18]3)[N:16]=2)[CH:7]=[CH:8][C:9]=1[O:10][CH3:11].[CH3:26][O:27][C:28]1[CH:36]=[CH:35][C:31]([C:32](Cl)=[O:33])=[CH:30][CH:29]=1, predict the reaction product. The product is: [CH3:2][O:3][C:4]1[CH:5]=[C:6]([C:12]2[C:13]([CH3:25])([CH3:24])[C:14](=[O:23])[N:15]([CH:17]3[CH2:22][CH2:21][N:20]([C:32]([C:31]4[CH:35]=[CH:36][C:28]([O:27][CH3:26])=[CH:29][CH:30]=4)=[O:33])[CH2:19][CH2:18]3)[N:16]=2)[CH:7]=[CH:8][C:9]=1[O:10][CH3:11].